From a dataset of Reaction yield outcomes from USPTO patents with 853,638 reactions. Predict the reaction yield, written as a fraction of the theoretical maximum amount of product (1.0 means a 100% yield; for example, 0.34 means a 34% yield). The reactants are [C:1]1([Mg]Br)[CH:6]=[CH:5][CH:4]=[CH:3][CH:2]=1.[CH2:9]([O:16][C:17]([N:19]1[CH2:24][CH2:23][CH2:22][C:21](=[O:25])[CH2:20]1)=[O:18])[C:10]1[CH:15]=[CH:14][CH:13]=[CH:12][CH:11]=1. The catalyst is C1COCC1. The product is [CH2:9]([O:16][C:17]([N:19]1[CH2:24][CH2:23][CH2:22][C:21]([OH:25])([C:1]2[CH:6]=[CH:5][CH:4]=[CH:3][CH:2]=2)[CH2:20]1)=[O:18])[C:10]1[CH:15]=[CH:14][CH:13]=[CH:12][CH:11]=1. The yield is 0.300.